This data is from Forward reaction prediction with 1.9M reactions from USPTO patents (1976-2016). The task is: Predict the product of the given reaction. (1) Given the reactants [C:1]([O:5][C:6]([N:8]1[CH2:13][CH2:12][CH:11]([O:14][C:15]2[CH:23]=[CH:22][C:21]([N+:24]([O-])=O)=[C:20]3[C:16]=2[CH2:17][N:18]([CH3:28])[C:19]3=[O:27])[CH2:10][CH2:9]1)=[O:7])([CH3:4])([CH3:3])[CH3:2].Cl.[OH-].[Na+], predict the reaction product. The product is: [C:1]([O:5][C:6]([N:8]1[CH2:13][CH2:12][CH:11]([O:14][C:15]2[CH:23]=[CH:22][C:21]([NH2:24])=[C:20]3[C:16]=2[CH2:17][N:18]([CH3:28])[C:19]3=[O:27])[CH2:10][CH2:9]1)=[O:7])([CH3:4])([CH3:3])[CH3:2]. (2) Given the reactants [CH:1]1([S:4]([N:7]2[CH:11]=[C:10]([C:12]3[N:17]=[C:16]([NH:18][C:19]4[N:24]=[CH:23][C:22]5[N:25]=[C:26]([CH2:31][O:32]C6CCCCO6)[N:27]([CH:28]([CH3:30])[CH3:29])[C:21]=5[CH:20]=4)[CH:15]=[CH:14][N:13]=3)[CH:9]=[N:8]2)(=[O:6])=[O:5])[CH2:3][CH2:2]1, predict the reaction product. The product is: [CH:1]1([S:4]([N:7]2[CH:11]=[C:10]([C:12]3[N:17]=[C:16]([NH:18][C:19]4[N:24]=[CH:23][C:22]5[N:25]=[C:26]([CH2:31][OH:32])[N:27]([CH:28]([CH3:29])[CH3:30])[C:21]=5[CH:20]=4)[CH:15]=[CH:14][N:13]=3)[CH:9]=[N:8]2)(=[O:6])=[O:5])[CH2:3][CH2:2]1. (3) Given the reactants C([O:8][CH2:9][C@H:10]1[CH2:14][NH:13][C:12](=[O:15])[C@@H:11]1[C:16]1[CH:21]=[CH:20][CH:19]=[CH:18][CH:17]=1)C1C=CC=CC=1, predict the reaction product. The product is: [OH:8][CH2:9][C@H:10]1[CH2:14][NH:13][C:12](=[O:15])[C@@H:11]1[C:16]1[CH:21]=[CH:20][CH:19]=[CH:18][CH:17]=1. (4) Given the reactants C([O:3][C:4]([C:6]1[NH:7][C:8]2[C:13]([CH:14]=1)=[CH:12][CH:11]=[CH:10][CH:9]=2)=[O:5])C.Br[CH2:16][C:17]1[C:18]2[C:25]([Cl:26])=[CH:24][CH:23]=[CH:22][C:19]=2[S:20][CH:21]=1, predict the reaction product. The product is: [Cl:26][C:25]1[C:18]2[C:17]([CH2:16][N:7]3[C:8]4[C:13](=[CH:12][CH:11]=[CH:10][CH:9]=4)[CH:14]=[C:6]3[C:4]([OH:3])=[O:5])=[CH:21][S:20][C:19]=2[CH:22]=[CH:23][CH:24]=1. (5) The product is: [OH:29][C:27]1([CH3:28])[C:23]([OH:22])([CH3:39])[CH2:24][N:25]([C:30]2[CH:31]=[C:32]([CH:36]=[CH:37][CH:38]=2)[C:33]([N:1]2[CH2:6][CH2:5][CH:4]([C:7]3[CH:8]=[C:9]([CH:19]=[CH:20][CH:21]=3)[CH2:10][NH:11][C:12](=[O:18])[O:13][C:14]([CH3:17])([CH3:15])[CH3:16])[CH2:3][CH2:2]2)=[O:34])[CH2:26]1. Given the reactants [NH:1]1[CH2:6][CH2:5][CH:4]([C:7]2[CH:8]=[C:9]([CH:19]=[CH:20][CH:21]=2)[CH2:10][NH:11][C:12](=[O:18])[O:13][C:14]([CH3:17])([CH3:16])[CH3:15])[CH2:3][CH2:2]1.[OH:22][C:23]1([CH3:39])[C:27]([OH:29])([CH3:28])[CH2:26][N:25]([C:30]2[CH:31]=[C:32]([CH:36]=[CH:37][CH:38]=2)[C:33](O)=[O:34])[CH2:24]1.C1C=CC2N(O)N=NC=2C=1.CCN(C(C)C)C(C)C, predict the reaction product. (6) Given the reactants [CH3:1][C:2]([CH3:27])([CH3:26])[C@H:3]([NH:8][C:9]([C:11]1[N:12]=[C:13]([C:20]2[CH:25]=[CH:24][CH:23]=[CH:22][CH:21]=2)[N:14]2[CH2:19][CH2:18][NH:17][CH2:16][C:15]=12)=[O:10])[C:4]([NH:6][CH3:7])=[O:5].[CH2:28]([S:30](Cl)(=[O:32])=[O:31])[CH3:29].CCN(C(C)C)C(C)C, predict the reaction product. The product is: [CH3:1][C:2]([CH3:27])([CH3:26])[C@H:3]([NH:8][C:9]([C:11]1[N:12]=[C:13]([C:20]2[CH:21]=[CH:22][CH:23]=[CH:24][CH:25]=2)[N:14]2[CH2:19][CH2:18][N:17]([S:30]([CH2:28][CH3:29])(=[O:32])=[O:31])[CH2:16][C:15]=12)=[O:10])[C:4]([NH:6][CH3:7])=[O:5]. (7) Given the reactants CN(C([O:8]N1N=NC2C=CC=CC1=2)=[N+](C)C)C.[B-](F)(F)(F)F.C(N([CH2:28][CH3:29])CC)C.[OH:30][CH2:31][C:32]([N:34]([CH3:36])[CH3:35])=[O:33].[O:37]=[C:38]1[N:44]([CH:45]2[CH2:50][CH2:49][N:48]([C:51]([O:53][C@H:54]([CH2:73][C:74]3[CH:79]=[C:78]([C:80]([F:83])([F:82])[F:81])[C:77]([NH2:84])=[C:76]([Cl:85])[CH:75]=3)[C:55]([N:57]3[CH2:62][CH2:61][CH:60]([CH:63]4[CH2:68][CH2:67][N:66](CC(O)=O)[CH2:65][CH2:64]4)[CH2:59][CH2:58]3)=[O:56])=[O:52])[CH2:47][CH2:46]2)[CH2:43][CH2:42][C:41]2[CH:86]=[CH:87][CH:88]=[CH:89][C:40]=2[NH:39]1, predict the reaction product. The product is: [O:37]=[C:38]1[N:44]([CH:45]2[CH2:50][CH2:49][N:48]([C:51]([O:53][C@H:54]([CH2:73][C:74]3[CH:79]=[C:78]([C:80]([F:81])([F:83])[F:82])[C:77]([NH2:84])=[C:76]([Cl:85])[CH:75]=3)[C:55]([N:57]3[CH2:58][CH2:59][CH:60]([CH:63]4[CH2:68][CH2:67][N:66]([O:30][CH2:31][C:32](=[O:33])[N:34]([CH3:36])[CH3:35])[CH2:65][CH2:64]4)[CH2:61][CH:62]3[CH:29]=[C:28]=[O:8])=[O:56])=[O:52])[CH2:47][CH2:46]2)[CH2:43][CH2:42][C:41]2[CH:86]=[CH:87][CH:88]=[CH:89][C:40]=2[NH:39]1. (8) Given the reactants [NH2:1][C@@H:2]1[C:10]2[C:5](=[CH:6][CH:7]=[CH:8][CH:9]=2)[CH2:4][C@H:3]1[OH:11].[C:12](O)(=[O:17])[CH2:13][CH2:14][CH:15]=[CH2:16].CCOC(C)=O.CCCCCC, predict the reaction product. The product is: [OH:11][C@@H:3]1[CH2:4][C:5]2[C:10](=[CH:9][CH:8]=[CH:7][CH:6]=2)[C@H:2]1[NH:1][C:12](=[O:17])[CH2:13][CH2:14][CH:15]=[CH2:16]. (9) Given the reactants C([O:4][C:5]1[CH:10]=[CH:9][CH:8]=[C:7]([C:11]([NH:13][CH2:14][CH2:15][N:16]2[CH:21]=[C:20]([CH:22]([C:29]3[CH:34]=[CH:33][CH:32]=[CH:31][CH:30]=3)[C:23]3[CH:28]=[CH:27][CH:26]=[CH:25][CH:24]=3)[CH:19]=[CH:18][C:17]2=[O:35])=[O:12])[CH:6]=1)(=O)C.C([O-])([O-])=O.[K+].[K+], predict the reaction product. The product is: [C:23]1([CH:22]([C:29]2[CH:30]=[CH:31][CH:32]=[CH:33][CH:34]=2)[C:20]2[CH:19]=[CH:18][C:17](=[O:35])[N:16]([CH2:15][CH2:14][NH:13][C:11](=[O:12])[C:7]3[CH:8]=[CH:9][CH:10]=[C:5]([OH:4])[CH:6]=3)[CH:21]=2)[CH:28]=[CH:27][CH:26]=[CH:25][CH:24]=1. (10) Given the reactants [C:1]([C:3]1[CH:4]=[C:5]([NH:15][C:16]([NH2:18])=[S:17])[CH:6]=[CH:7][C:8]=1[N:9]1[CH:13]=[C:12]([CH3:14])[N:11]=[CH:10]1)#[N:2].Br[CH:20]1[CH2:25][CH2:24][CH2:23][CH:22]([C:26]2[CH:31]=[CH:30][CH:29]=[CH:28][CH:27]=2)[C:21]1=O, predict the reaction product. The product is: [CH3:14][C:12]1[N:11]=[CH:10][N:9]([C:8]2[CH:7]=[CH:6][C:5]([NH:15][C:16]3[S:17][C:28]4[CH2:29][CH2:30][CH2:31][CH:26]([C:22]5[CH:23]=[CH:24][CH:25]=[CH:20][CH:21]=5)[C:27]=4[N:18]=3)=[CH:4][C:3]=2[C:1]#[N:2])[CH:13]=1.